Dataset: PAMPA (Parallel Artificial Membrane Permeability Assay) permeability data from NCATS. Task: Regression/Classification. Given a drug SMILES string, predict its absorption, distribution, metabolism, or excretion properties. Task type varies by dataset: regression for continuous measurements (e.g., permeability, clearance, half-life) or binary classification for categorical outcomes (e.g., BBB penetration, CYP inhibition). Dataset: pampa_ncats. (1) The molecule is CCCOC(C1=CC=CC=C1Cl)C2=CC3=NC=CC(=C3N2)C(=O)O. The result is 1 (high permeability). (2) The molecule is C1=CC=C2C(=C1)C(=NC(=N2)C3=CC=NC=C3)NC4=CC=CC=C4Cl. The result is 1 (high permeability). (3) The compound is CCOC1=C(C=C(C=C1)CCNC(=O)C2=CC3=C(N2CC4=CC=CC(=N4)C)N=CC=C3)OCC. The result is 1 (high permeability).